This data is from Peptide-MHC class I binding affinity with 185,985 pairs from IEDB/IMGT. The task is: Regression. Given a peptide amino acid sequence and an MHC pseudo amino acid sequence, predict their binding affinity value. This is MHC class I binding data. (1) The peptide sequence is DTRGIFSAY. The MHC is HLA-B51:01 with pseudo-sequence HLA-B51:01. The binding affinity (normalized) is 0.0847. (2) The peptide sequence is IHDFVDKTL. The MHC is HLA-A23:01 with pseudo-sequence HLA-A23:01. The binding affinity (normalized) is 0.0847. (3) The peptide sequence is DPRLVAEHRF. The MHC is HLA-B51:01 with pseudo-sequence HLA-B51:01. The binding affinity (normalized) is 0. (4) The peptide sequence is REGVFVFNGT. The MHC is HLA-B44:02 with pseudo-sequence HLA-B44:02. The binding affinity (normalized) is 0.318.